Dataset: Forward reaction prediction with 1.9M reactions from USPTO patents (1976-2016). Task: Predict the product of the given reaction. (1) Given the reactants Cl.[Cl:2][C:3]1[CH:8]=[C:7]([C:9]2[CH:14]=[C:13]([Cl:15])[CH:12]=[CH:11][C:10]=2[Cl:16])[N:6]=[C:5]2[CH2:17][CH2:18][CH2:19][C:4]=12.[NH2:20][C:21]1[CH:29]=[CH:28][C:24]([CH2:25][CH2:26][OH:27])=[CH:23][CH:22]=1, predict the reaction product. The product is: [ClH:2].[Cl:16][C:10]1[CH:11]=[CH:12][C:13]([Cl:15])=[CH:14][C:9]=1[C:7]1[N:6]=[C:5]2[CH2:17][CH2:18][CH2:19][C:4]2=[C:3]([NH:20][C:21]2[CH:29]=[CH:28][C:24]([CH2:25][CH2:26][OH:27])=[CH:23][CH:22]=2)[CH:8]=1. (2) Given the reactants Br[C:2]1[C:10]2[C:9]([NH2:11])=[N:8][CH:7]=[N:6][C:5]=2[N:4]([CH3:12])[CH:3]=1.[Cl:13][C:14]1[C:22](B2OC(C)(C)C(C)(C)O2)=[CH:21][CH:20]=[C:19]2[C:15]=1[CH2:16][CH2:17][N:18]2[C:32]([O:34][C:35]([CH3:38])([CH3:37])[CH3:36])=[O:33].P([O-])([O-])([O-])=O.[K+].[K+].[K+], predict the reaction product. The product is: [NH2:11][C:9]1[C:10]2[C:2]([C:22]3[C:14]([Cl:13])=[C:15]4[C:19](=[CH:20][CH:21]=3)[N:18]([C:32]([O:34][C:35]([CH3:37])([CH3:36])[CH3:38])=[O:33])[CH2:17][CH2:16]4)=[CH:3][N:4]([CH3:12])[C:5]=2[N:6]=[CH:7][N:8]=1. (3) Given the reactants C(=O)([O-])[O-].[K+].[K+].[NH:7]1[CH:11]=[CH:10][CH:9]=[N:8]1.CN1CCN(C)C1=O.[CH:20]([C:24]1[C:25]([N:40]([CH2:43][CH3:44])[CH2:41][CH3:42])=[N:26][C:27](S(C)(=O)=O)=[N:28][C:29]=1[NH:30][CH2:31][C:32]([F:35])([F:34])[F:33])([CH2:22][CH3:23])[CH3:21], predict the reaction product. The product is: [CH:20]([C:24]1[C:25]([N:40]([CH2:43][CH3:44])[CH2:41][CH3:42])=[N:26][C:27]([N:7]2[CH:11]=[CH:10][CH:9]=[N:8]2)=[N:28][C:29]=1[NH:30][CH2:31][C:32]([F:34])([F:33])[F:35])([CH2:22][CH3:23])[CH3:21]. (4) Given the reactants [F:1][C:2]([F:17])([C:6]1[CH:11]=[CH:10][C:9]([O:12][CH:13]([CH3:15])[CH3:14])=[C:8]([F:16])[CH:7]=1)[C:3]([OH:5])=O.P(Cl)(Cl)(Cl)=O.Cl.[NH2:24][CH2:25][C:26]1[CH:27]=[C:28]2[C:32](=[CH:33][CH:34]=1)[C:31](=[O:35])[N:30]([CH:36]1[CH2:41][CH2:40][C:39](=[O:42])[NH:38][C:37]1=[O:43])[CH2:29]2.C(=O)(O)[O-].[Na+], predict the reaction product. The product is: [O:43]=[C:37]1[CH:36]([N:30]2[CH2:29][C:28]3[C:32](=[CH:33][CH:34]=[C:26]([CH2:25][NH:24][C:3](=[O:5])[C:2]([F:1])([F:17])[C:6]4[CH:11]=[CH:10][C:9]([O:12][CH:13]([CH3:15])[CH3:14])=[C:8]([F:16])[CH:7]=4)[CH:27]=3)[C:31]2=[O:35])[CH2:41][CH2:40][C:39](=[O:42])[NH:38]1. (5) The product is: [CH3:39][C:34]1[CH:35]=[CH:36][CH:37]=[CH:38][C:33]=1[O:23][C:20]1[CH:21]=[CH:22][C:17]([C:16]2[C:11]([NH2:10])=[N:12][CH:13]=[CH:14][CH:15]=2)=[CH:18][CH:19]=1. Given the reactants N1C=CC=CC=1C(O)=O.[NH2:10][C:11]1[C:16]([C:17]2[CH:22]=[CH:21][C:20]([OH:23])=[CH:19][CH:18]=2)=[CH:15][CH:14]=[CH:13][N:12]=1.P([O-])([O-])([O-])=O.[K+].[K+].[K+].I[C:33]1[CH:38]=[CH:37][CH:36]=[CH:35][C:34]=1[CH3:39], predict the reaction product. (6) Given the reactants [C:1]([O:5][C:6]([N:8]1[CH2:14][CH2:13][CH2:12][CH:11]([NH2:15])[CH2:10][CH2:9]1)=[O:7])([CH3:4])([CH3:3])[CH3:2].[CH3:16][CH:17]([CH3:36])[CH2:18][C@H:19]([NH:23][C:24]([C:26]1[N:27]([CH3:35])[C:28]2[C:33]([CH:34]=1)=[CH:32][CH:31]=[CH:30][CH:29]=2)=[O:25])[C:20](O)=[O:21].C(Cl)CCl.ON1C(=O)C2C=CC=CC=2N=N1.CN1CCOCC1, predict the reaction product. The product is: [C:1]([O:5][C:6]([N:8]1[CH2:14][CH2:13][CH2:12][CH:11]([NH:15][C:20](=[O:21])[C@@H:19]([NH:23][C:24]([C:26]2[N:27]([CH3:35])[C:28]3[C:33]([CH:34]=2)=[CH:32][CH:31]=[CH:30][CH:29]=3)=[O:25])[CH2:18][CH:17]([CH3:36])[CH3:16])[CH2:10][CH2:9]1)=[O:7])([CH3:4])([CH3:2])[CH3:3].